Dataset: Reaction yield outcomes from USPTO patents with 853,638 reactions. Task: Predict the reaction yield, written as a fraction of the theoretical maximum amount of product (1.0 means a 100% yield; for example, 0.34 means a 34% yield). (1) The reactants are [CH3:1][O:2][C:3]1[C:7]2[C:8](=[O:25])[N:9]([CH2:16][C:17](=[O:24])[C:18]3[CH:23]=[CH:22][CH:21]=[CH:20][CH:19]=3)[C:10]3[CH:11]=[CH:12][CH:13]=[CH:14][C:15]=3[C:6]=2[N:5]([CH3:26])[C:4]=1[C:27]([NH:29][CH:30]1[CH2:35][CH2:34][NH:33][CH2:32][CH2:31]1)=[O:28].Cl[C:37]1[CH:42]=[CH:41][N:40]=[CH:39][N:38]=1.C(N(CC)CC)C. The catalyst is CC(O)C.C(=O)([O-])O.[Na+]. The product is [CH3:1][O:2][C:3]1[C:7]2[C:8](=[O:25])[N:9]([CH2:16][C:17](=[O:24])[C:18]3[CH:23]=[CH:22][CH:21]=[CH:20][CH:19]=3)[C:10]3[CH:11]=[CH:12][CH:13]=[CH:14][C:15]=3[C:6]=2[N:5]([CH3:26])[C:4]=1[C:27]([NH:29][CH:30]1[CH2:31][CH2:32][N:33]([C:37]2[CH:42]=[CH:41][N:40]=[CH:39][N:38]=2)[CH2:34][CH2:35]1)=[O:28]. The yield is 0.420. (2) The reactants are [OH-].[K+].[CH:3]1[C:12]2[CH2:11][CH2:10][CH2:9][CH2:8][C:7]=2[CH:6]=[CH:5][C:4]=1[OH:13].Br[CH2:15][CH2:16][O:17][C:18]1[CH:25]=[CH:24][C:21]([CH:22]=[O:23])=[CH:20][CH:19]=1. The catalyst is C(O)C. The product is [CH:3]1[C:12]2[CH2:11][CH2:10][CH2:9][CH2:8][C:7]=2[CH:6]=[CH:5][C:4]=1[O:13][CH2:15][CH2:16][O:17][C:18]1[CH:25]=[CH:24][C:21]([CH:22]=[O:23])=[CH:20][CH:19]=1. The yield is 0.480.